Predict the product of the given reaction. From a dataset of Forward reaction prediction with 1.9M reactions from USPTO patents (1976-2016). (1) The product is: [C:1]([O:5][C:6]([N:8]1[CH2:13][CH2:12][CH:11]([CH:14]2[O:23][C:17]3=[CH:18][N:19]=[C:20]([C:32]4[CH:37]=[CH:36][N:35]=[C:34]([C:38]#[N:39])[CH:33]=4)[CH:21]=[C:16]3[CH2:15]2)[CH2:10][CH2:9]1)=[O:7])([CH3:4])([CH3:3])[CH3:2]. Given the reactants [C:1]([O:5][C:6]([N:8]1[CH2:13][CH2:12][CH:11]([CH:14]2[O:23][C:17]3=[CH:18][N:19]=[C:20](Cl)[CH:21]=[C:16]3[CH2:15]2)[CH2:10][CH2:9]1)=[O:7])([CH3:4])([CH3:3])[CH3:2].CC1(C)C(C)(C)OB([C:32]2[CH:37]=[CH:36][N:35]=[C:34]([C:38]#[N:39])[CH:33]=2)O1, predict the reaction product. (2) Given the reactants [C:1]([N:8]([CH3:28])[CH:9]1[CH2:14][CH2:13][CH:12]([NH:15][CH2:16][C:17]2[CH:18]=[C:19](B(O)O)[CH:20]=[CH:21][C:22]=2[O:23][CH3:24])[CH2:11][CH2:10]1)([O:3][C:4]([CH3:7])([CH3:6])[CH3:5])=[O:2].Br[C:30]1[CH:31]=[C:32]([S:36][CH3:37])[CH:33]=[CH:34][CH:35]=1.[Cl:38][C:39]1[C:40]2[C:50]([F:51])=[CH:49][CH:48]=[C:47]([F:52])[C:41]=2[S:42][C:43]=1[C:44](Cl)=[O:45], predict the reaction product. The product is: [Cl:38][C:39]1[C:40]2[C:50]([F:51])=[CH:49][CH:48]=[C:47]([F:52])[C:41]=2[S:42][C:43]=1[C:44]([N:15]([CH2:16][C:17]1[CH:18]=[C:19]([C:34]2[CH:35]=[CH:30][CH:31]=[C:32]([S:36][CH3:37])[CH:33]=2)[CH:20]=[CH:21][C:22]=1[O:23][CH3:24])[CH:12]1[CH2:13][CH2:14][CH:9]([N:8]([CH3:28])[C:1](=[O:2])[O:3][C:4]([CH3:7])([CH3:6])[CH3:5])[CH2:10][CH2:11]1)=[O:45].